From a dataset of Reaction yield outcomes from USPTO patents with 853,638 reactions. Predict the reaction yield, written as a fraction of the theoretical maximum amount of product (1.0 means a 100% yield; for example, 0.34 means a 34% yield). (1) The product is [C:58]1([C:61]2[CH:62]=[CH:63][CH:64]=[CH:65][CH:66]=2)[CH:57]=[CH:56][C:55]([CH2:54][C@@H:46]([NH:45][C:6]([C:5]2[CH:4]=[C:3]([C:9]([OH:11])=[O:10])[NH:2][N:1]=2)=[O:8])[CH2:47][C:48]2([C:51]([OH:53])=[O:52])[CH2:50][CH2:49]2)=[CH:60][CH:59]=1. The reactants are [NH:1]1[C:5]([C:6]([OH:8])=O)=[CH:4][C:3]([C:9]([OH:11])=[O:10])=[N:2]1.CCN(C(C)C)C(C)C.CN(C(ON1N=NC2C=CC=NC1=2)=[N+](C)C)C.F[P-](F)(F)(F)(F)F.[NH2:45][C@H:46]([CH2:54][C:55]1[CH:60]=[CH:59][C:58]([C:61]2[CH:66]=[CH:65][CH:64]=[CH:63][CH:62]=2)=[CH:57][CH:56]=1)[CH2:47][C:48]1([C:51]([OH:53])=[O:52])[CH2:50][CH2:49]1. The catalyst is C(Cl)Cl. The yield is 0.930. (2) The product is [C:42]([O:41][C:39]([N:35]1[CH2:36][CH2:37][CH2:38][C@H:34]1[C@H:26]([C:27]1[CH:32]=[CH:31][C:30]([Cl:33])=[CH:29][CH:28]=1)[C:8]([OH:7])=[O:1])=[O:40])([CH3:45])([CH3:43])[CH3:44]. The catalyst is C1COCC1. The yield is 0.720. The reactants are [OH2:1].[OH-].[Li+].C1[CH2:8][O:7]CC1.O.OO.C([C@@H]1COC(=O)N1C(=O)[C@H:26]([C@@H:34]1[CH2:38][CH2:37][CH2:36][N:35]1[C:39]([O:41][C:42]([CH3:45])([CH3:44])[CH3:43])=[O:40])[C:27]1[CH:32]=[CH:31][C:30]([Cl:33])=[CH:29][CH:28]=1)C1C=CC=CC=1. (3) The reactants are [C:1]1([Si:7]([C:10]2[CH:15]=[CH:14][CH:13]=[CH:12][CH:11]=2)([OH:9])[OH:8])[CH:6]=[CH:5][CH:4]=[CH:3][CH:2]=1.[O:16]1[CH2:20][CH2:19]CC1.C(O[SiH:24]([O:28][CH2:29][CH3:30])[O:25][CH2:26][CH3:27])C. The catalyst is N1C=CC=CC=1. The product is [CH2:26]([O:25][SiH:24]([O:16][CH2:20][CH3:19])[O:8][Si:7]([C:10]1[CH:15]=[CH:14][CH:13]=[CH:12][CH:11]=1)([C:1]1[CH:2]=[CH:3][CH:4]=[CH:5][CH:6]=1)[O:9][SiH:24]([O:25][CH2:26][CH3:27])[O:28][CH2:29][CH3:30])[CH3:27]. The yield is 0.840. (4) The reactants are [N+:1]([C:4]1[CH:13]=[CH:12][CH:11]=[C:10]2[C:5]=1[N:6]=[CH:7][CH:8]=[N:9]2)([O-])=O.Cl[Sn]Cl. The catalyst is Cl.CO. The product is [N:9]1[C:10]2[C:5](=[C:4]([NH2:1])[CH:13]=[CH:12][CH:11]=2)[N:6]=[CH:7][CH:8]=1. The yield is 0.980. (5) The reactants are [C:1]([CH2:3][CH2:4][NH:5][C:6](=[O:12])[O:7][C:8]([CH3:11])([CH3:10])[CH3:9])#[N:2].[NH2:13][OH:14]. The catalyst is CCO. The product is [NH2:2]/[C:1](=[N:13]/[OH:14])/[CH2:3][CH2:4][NH:5][C:6](=[O:12])[O:7][C:8]([CH3:9])([CH3:11])[CH3:10]. The yield is 0.990. (6) The reactants are [CH2:1]([NH:8][C:9]1[N:14]2[N:15]=[CH:16][C:17]([Br:18])=[C:13]2[N:12]=[CH:11][C:10]=1[C:19]([OH:21])=O)[C:2]1[CH:7]=[CH:6][CH:5]=[CH:4][CH:3]=1.[Cl:22][C:23]1[CH:28]=[CH:27][CH:26]=[CH:25][C:24]=1[N:29]1[CH2:34][CH2:33][NH:32][CH2:31][CH2:30]1. No catalyst specified. The product is [CH2:1]([NH:8][C:9]1[N:14]2[N:15]=[CH:16][C:17]([Br:18])=[C:13]2[N:12]=[CH:11][C:10]=1[C:19]([N:32]1[CH2:31][CH2:30][N:29]([C:24]2[CH:25]=[CH:26][CH:27]=[CH:28][C:23]=2[Cl:22])[CH2:34][CH2:33]1)=[O:21])[C:2]1[CH:3]=[CH:4][CH:5]=[CH:6][CH:7]=1. The yield is 0.690. (7) The reactants are [C:1]([O:5][C:6](=[O:23])[C:7]1[CH:12]=[CH:11][C:10]([S:13][C:14]2[CH:19]=[CH:18][C:17]([CH:20]=[O:21])=[C:16](C)[N:15]=2)=[CH:9][CH:8]=1)([CH3:4])([CH3:3])[CH3:2].BrC1N=CC(C=O)=CC=1. No catalyst specified. The product is [C:1]([O:5][C:6](=[O:23])[C:7]1[CH:8]=[CH:9][C:10]([S:13][C:14]2[CH:19]=[CH:18][C:17]([CH:20]=[O:21])=[CH:16][N:15]=2)=[CH:11][CH:12]=1)([CH3:4])([CH3:2])[CH3:3]. The yield is 0.920.